From a dataset of Ames mutagenicity test results for genotoxicity prediction. Regression/Classification. Given a drug SMILES string, predict its toxicity properties. Task type varies by dataset: regression for continuous values (e.g., LD50, hERG inhibition percentage) or binary classification for toxic/non-toxic outcomes (e.g., AMES mutagenicity, cardiotoxicity, hepatotoxicity). Dataset: ames. (1) The drug is C1CSCSC1. The result is 1 (mutagenic). (2) The drug is C1=CC2OC2c2cc3ccc4cccc5ccc(c21)c3c45. The result is 1 (mutagenic).